This data is from Forward reaction prediction with 1.9M reactions from USPTO patents (1976-2016). The task is: Predict the product of the given reaction. (1) Given the reactants [CH3:1][S:2](Cl)(=[O:4])=[O:3].[OH:6][CH2:7][CH:8]1[CH2:13][CH2:12][N:11]([C:14]([O:16][C:17]([CH3:20])([CH3:19])[CH3:18])=[O:15])[CH2:10][CH2:9]1.CCN(C(C)C)C(C)C.O, predict the reaction product. The product is: [CH3:1][S:2]([O:6][CH2:7][CH:8]1[CH2:13][CH2:12][N:11]([C:14]([O:16][C:17]([CH3:20])([CH3:19])[CH3:18])=[O:15])[CH2:10][CH2:9]1)(=[O:4])=[O:3]. (2) Given the reactants [Br:1][C:2]1[N:7]=[CH:6][C:5]([C@@H:8]([NH:11]S(C(C)(C)C)=O)[CH2:9][CH3:10])=[CH:4][CH:3]=1.[ClH:18].O1CCOCC1, predict the reaction product. The product is: [ClH:18].[Br:1][C:2]1[N:7]=[CH:6][C:5]([C@@H:8]([NH2:11])[CH2:9][CH3:10])=[CH:4][CH:3]=1. (3) Given the reactants [CH:1]1([C:4]2[N:8]([CH2:9][C:10]3[C:15]([F:16])=[CH:14][C:13]([O:17][CH2:18][CH3:19])=[CH:12][C:11]=3[F:20])[N:7]=[C:6]([C:21]3[N:26]=[C:25]([NH:27][C:28]4[CH:33]=[CH:32][N:31]=[CH:30][CH:29]=4)[C:24]([O:34]C)=[CH:23][N:22]=3)[C:5]=2[CH3:36])[CH2:3][CH2:2]1.C(=O)([O-])[O-].[K+].[K+].C1(S)C=CC=CC=1, predict the reaction product. The product is: [CH:1]1([C:4]2[N:8]([CH2:9][C:10]3[C:11]([F:20])=[CH:12][C:13]([O:17][CH2:18][CH3:19])=[CH:14][C:15]=3[F:16])[N:7]=[C:6]([C:21]3[N:26]=[C:25]([NH:27][C:28]4[CH:29]=[CH:30][N:31]=[CH:32][CH:33]=4)[C:24]([OH:34])=[CH:23][N:22]=3)[C:5]=2[CH3:36])[CH2:3][CH2:2]1. (4) Given the reactants [C:1]([O:5][C:6](=[O:16])[NH:7][C:8]1[CH:13]=[C:12]([NH2:14])[CH:11]=[CH:10][C:9]=1[F:15])([CH3:4])([CH3:3])[CH3:2].[CH:17](O)=[O:18].C(OC(=O)C)(=O)C.C(=O)([O-])O.[Na+], predict the reaction product. The product is: [F:15][C:9]1[CH:10]=[CH:11][C:12]([NH:14][CH:17]=[O:18])=[CH:13][C:8]=1[NH:7][C:6](=[O:16])[O:5][C:1]([CH3:4])([CH3:2])[CH3:3]. (5) Given the reactants O[CH2:2][CH2:3][CH2:4][C@@H:5]([CH2:21][O:22]S(C1C=CC(C)=CC=1)(=O)=O)[CH2:6][C@H:7]1[CH2:11][O:10][C:9]([CH3:13])([CH3:12])[N:8]1[C:14]([O:16][C:17]([CH3:20])([CH3:19])[CH3:18])=[O:15].[H-].[Na+], predict the reaction product. The product is: [CH3:13][C:9]1([CH3:12])[N:8]([C:14]([O:16][C:17]([CH3:18])([CH3:19])[CH3:20])=[O:15])[C@@H:7]([CH2:6][C@H:5]2[CH2:4][CH2:3][CH2:2][O:22][CH2:21]2)[CH2:11][O:10]1. (6) The product is: [Br:1][C:2]1[CH:3]=[CH:4][C:5]([C:8]2[CH2:12][C@@H:11]([CH2:13][O:14][CH2:15][CH:16]([OH:17])[CH2:18][N:20]([CH3:21])[CH3:19])[O:10][N:9]=2)=[N:6][CH:7]=1. Given the reactants [Br:1][C:2]1[CH:3]=[CH:4][C:5]([C:8]2[CH2:12][C@@H:11]([CH2:13][O:14][CH2:15][CH:16]3[CH2:18][O:17]3)[O:10][N:9]=2)=[N:6][CH:7]=1.[CH3:19][NH:20][CH3:21], predict the reaction product. (7) Given the reactants [OH-].[Na+].[Cl:3][C:4]1[C:5]([C:14]([NH:16][CH:17]([C:28]2([OH:33])[CH2:32][CH2:31][CH2:30][CH2:29]2)[C:18]2[CH:19]=[C:20]([CH:25]=[CH:26][CH:27]=2)[C:21]([O:23]C)=[O:22])=[O:15])=[N:6][CH:7]=[CH:8][C:9]=1[C:10]([F:13])([F:12])[F:11].Cl, predict the reaction product. The product is: [Cl:3][C:4]1[C:5]([C:14]([NH:16][CH:17]([C:28]2([OH:33])[CH2:29][CH2:30][CH2:31][CH2:32]2)[C:18]2[CH:19]=[C:20]([CH:25]=[CH:26][CH:27]=2)[C:21]([OH:23])=[O:22])=[O:15])=[N:6][CH:7]=[CH:8][C:9]=1[C:10]([F:12])([F:11])[F:13].